Dataset: Forward reaction prediction with 1.9M reactions from USPTO patents (1976-2016). Task: Predict the product of the given reaction. (1) Given the reactants COC1C=C(OC)C=CC=1C[NH:6][C:7]([C:9]1[CH:13]=[C:12]([C:14]2[CH:19]=[CH:18][N:17]=[C:16](/[CH:20]=[CH:21]/[C:22]3[CH:27]=[CH:26][CH:25]=[CH:24][CH:23]=3)[CH:15]=2)[NH:11][C:10]=1[CH:28]([CH3:30])[CH3:29])=[O:8].FC(F)(F)C(O)=O.C([O-])(O)=O.[Na+], predict the reaction product. The product is: [CH:28]([C:10]1[NH:11][C:12]([C:14]2[CH:19]=[CH:18][N:17]=[C:16](/[CH:20]=[CH:21]/[C:22]3[CH:23]=[CH:24][CH:25]=[CH:26][CH:27]=3)[CH:15]=2)=[CH:13][C:9]=1[C:7]([NH2:6])=[O:8])([CH3:30])[CH3:29]. (2) Given the reactants CS(O)(=O)=O.C(=O)(O)[O-].[Na+].[CH3:11][N:12]1[C:16]2[CH:17]=[C:18]([C:21]3[N:22]=[CH:23][N:24](S(C4C=CC(C)=CC=4)(=O)=O)[C:25]=3[C:26]3[CH:27]=[C:28]([CH3:32])[CH:29]=[CH:30][CH:31]=3)[CH:19]=[CH:20][C:15]=2[NH:14][C:13]1=[O:43].CN1C2C=C(C3N([S:66]([C:69]4[CH:74]=[CH:73][C:72](C)=CC=4)(=O)=O)C=NC=3C3C=C(C)C=CC=3)C=CC=2NC1=O.S1C=CC(B(O)O)=C1.C(N(CC)CC)C.Cl, predict the reaction product. The product is: [CH3:11][N:12]1[C:16]2[CH:17]=[C:18]([C:21]3[NH:22][CH:23]=[N:24][C:25]=3[C:26]3[CH:27]=[C:28]([CH3:32])[CH:29]=[CH:30][CH:31]=3)[CH:19]=[CH:20][C:15]=2[N:14]([C:73]2[CH:74]=[CH:69][S:66][CH:72]=2)[C:13]1=[O:43].